This data is from Forward reaction prediction with 1.9M reactions from USPTO patents (1976-2016). The task is: Predict the product of the given reaction. Given the reactants [F:1][C:2]([F:22])([F:21])[C:3]1[CH:4]=[C:5]([C:9]2[CH:10]=[CH:11][C:12]3[N:13]([C:15]([C:18]([OH:20])=O)=[CH:16][N:17]=3)[N:14]=2)[CH:6]=[CH:7][CH:8]=1.F[P-](F)(F)(F)(F)F.[N:30]1(OC(N(C)C)=[N+](C)C)[C:34]2[N:35]=[CH:36][CH:37]=[CH:38][C:33]=2N=N1.N1C=CC=CC=1N.C(N(CC)C(C)C)(C)C, predict the reaction product. The product is: [N:35]1[CH:36]=[CH:37][CH:38]=[CH:33][C:34]=1[NH:30][C:18]([C:15]1[N:13]2[N:14]=[C:9]([C:5]3[CH:6]=[CH:7][CH:8]=[C:3]([C:2]([F:21])([F:1])[F:22])[CH:4]=3)[CH:10]=[CH:11][C:12]2=[N:17][CH:16]=1)=[O:20].